Dataset: Forward reaction prediction with 1.9M reactions from USPTO patents (1976-2016). Task: Predict the product of the given reaction. (1) Given the reactants [H-].[Al+3].[Li+].[H-].[H-].[H-].C[O:8][C:9]([C:11]1[CH:19]=[C:18]2[C:14]([CH:15]=[CH:16][N:17]2[S:20]([C:23]2[CH:28]=[CH:27][CH:26]=[CH:25][CH:24]=2)(=[O:22])=[O:21])=[CH:13][CH:12]=1)=O.[Cl-].[NH4+], predict the reaction product. The product is: [C:23]1([S:20]([N:17]2[C:18]3[C:14](=[CH:13][CH:12]=[C:11]([CH2:9][OH:8])[CH:19]=3)[CH:15]=[CH:16]2)(=[O:21])=[O:22])[CH:24]=[CH:25][CH:26]=[CH:27][CH:28]=1. (2) Given the reactants P(Cl)(Cl)(Cl)=O.[CH3:6][C:7]1[CH2:11][C:10](=[O:12])[N:9]([C:13]2[CH:18]=[CH:17][CH:16]=[CH:15][CH:14]=2)[N:8]=1.O.CN(C)[CH:22]=[O:23], predict the reaction product. The product is: [CH3:6][C:7]1[CH:11]([CH:22]=[O:23])[C:10](=[O:12])[N:9]([C:13]2[CH:18]=[CH:17][CH:16]=[CH:15][CH:14]=2)[N:8]=1. (3) The product is: [Br:13][C:14]1[CH:15]=[N:16][CH:17]=[C:18]([C:19]2[O:20][C:6](=[O:7])[NH:22][N:21]=2)[CH:23]=1. Given the reactants N1([C:6](N2C=CN=C2)=[O:7])C=CN=C1.[Br:13][C:14]1[CH:15]=[N:16][CH:17]=[C:18]([CH:23]=1)[C:19]([NH:21][NH2:22])=[O:20], predict the reaction product. (4) Given the reactants [Cl:1][C:2]1[CH:7]=[CH:6][C:5]([CH:8]([CH3:38])[CH2:9][N:10]([CH2:23][CH2:24][CH2:25][O:26][C:27]2[CH2:28][C:29](=[CH:33][C:34]([O:36]C)=[O:35])[CH:30]=[CH:31][CH:32]=2)[CH2:11][C:12]2[CH:17]=[CH:16][CH:15]=[C:14]([C:18]([F:21])([F:20])[F:19])[C:13]=2[Cl:22])=[CH:4][CH:3]=1.ClC1C=CC=CC=1C(C)CN(CCCOC1CC(=CC(O)=O)C=CC=1)CC1C=CC=C(C(F)(F)F)C=1Cl, predict the reaction product. The product is: [ClH:1].[Cl:1][C:2]1[CH:7]=[CH:6][C:5]([CH:8]([CH3:38])[CH2:9][N:10]([CH2:23][CH2:24][CH2:25][O:26][C:27]2[CH2:28][C:29](=[CH:33][C:34]([OH:36])=[O:35])[CH:30]=[CH:31][CH:32]=2)[CH2:11][C:12]2[CH:17]=[CH:16][CH:15]=[C:14]([C:18]([F:20])([F:19])[F:21])[C:13]=2[Cl:22])=[CH:4][CH:3]=1. (5) The product is: [CH2:9]1[C:13]2[C:14]3[CH2:20][CH2:19][CH2:18][CH2:17][C:15]=3[S:16][C:12]=2[C:11](=[N:2][OH:3])[CH2:10]1. Given the reactants Cl.[NH2:2][OH:3].C([O-])(=O)C.[Na+].[CH2:9]1[C:13]2[C:14]3[CH2:20][CH2:19][CH2:18][CH2:17][C:15]=3[S:16][C:12]=2[C:11](=O)[CH2:10]1, predict the reaction product. (6) Given the reactants FC(F)(F)C(O)=O.C(OC([NH:15][C:16]1[N:17]=[CH:18][C:19]([C:22]2[N:26]([C:27]3[CH:28]=[N:29][CH:30]=[CH:31][CH:32]=3)[N:25]=[C:24]([C:33]([N:35]3[CH2:40][CH2:39][C:38]([F:42])([F:41])[CH2:37][CH2:36]3)=[O:34])[CH:23]=2)=[N:20][CH:21]=1)=O)(C)(C)C, predict the reaction product. The product is: [NH2:15][C:16]1[N:17]=[CH:18][C:19]([C:22]2[N:26]([C:27]3[CH:28]=[N:29][CH:30]=[CH:31][CH:32]=3)[N:25]=[C:24]([C:33]([N:35]3[CH2:36][CH2:37][C:38]([F:42])([F:41])[CH2:39][CH2:40]3)=[O:34])[CH:23]=2)=[N:20][CH:21]=1.